Dataset: Full USPTO retrosynthesis dataset with 1.9M reactions from patents (1976-2016). Task: Predict the reactants needed to synthesize the given product. (1) Given the product [CH3:55][O:56][C:66]([C:9]1[CH:8]=[CH:7][C:6]2[CH:5]([N:4]([CH:1]3[CH2:3][CH2:2]3)[CH3:25])[CH2:14][CH2:13][C:12]([CH3:16])([CH3:15])[C:11]=2[CH:10]=1)=[O:67], predict the reactants needed to synthesize it. The reactants are: [CH:1]1([N:4]([CH3:25])[CH:5]2[CH2:14][CH2:13][C:12]([CH3:16])([CH3:15])[C:11]3[CH:10]=[C:9](OS(C(F)(F)F)(=O)=O)[CH:8]=[CH:7][C:6]2=3)[CH2:3][CH2:2]1.C1(P(C2C=CC=CC=2)CCCP(C2C=CC=CC=2)C2C=CC=CC=2)C=CC=CC=1.[CH3:55][OH:56].C(N(CC)CC)C.CN(C)[CH:66]=[O:67]. (2) Given the product [CH3:7][N:6]1[C:2]([N:16]2[CH2:17][CH2:18][CH:13]([C:11]#[N:12])[CH2:14][CH2:15]2)=[C:3]([N+:8]([O-:10])=[O:9])[CH:4]=[N:5]1, predict the reactants needed to synthesize it. The reactants are: Cl[C:2]1[N:6]([CH3:7])[N:5]=[CH:4][C:3]=1[N+:8]([O-:10])=[O:9].[C:11]([CH:13]1[CH2:18][CH2:17][NH:16][CH2:15][CH2:14]1)#[N:12]. (3) Given the product [NH2:8][C:6]1[CH:7]=[C:2]([Br:1])[CH:3]=[C:4]([CH3:19])[C:5]=1[NH:11][C:12](=[O:18])[CH2:13][C:14]([CH3:16])([CH3:15])[CH3:17], predict the reactants needed to synthesize it. The reactants are: [Br:1][C:2]1[CH:7]=[C:6]([N+:8]([O-])=O)[C:5]([NH:11][C:12](=[O:18])[CH2:13][C:14]([CH3:17])([CH3:16])[CH3:15])=[C:4]([CH3:19])[CH:3]=1.C(=O)([O-])[O-].[Na+].[Na+]. (4) Given the product [Br:11][C:8]1[CH:7]=[CH:6][C:5]([CH:4]([S:21][C:18]2[CH:19]=[CH:20][C:15]([CH3:14])=[CH:16][CH:17]=2)[C:3]([NH:22][C:23]2[CH:28]=[CH:27][CH:26]=[CH:25][N:24]=2)=[O:13])=[CH:10][CH:9]=1, predict the reactants needed to synthesize it. The reactants are: CO[C:3](=[O:13])[CH:4](O)[C:5]1[CH:10]=[CH:9][C:8]([Br:11])=[CH:7][CH:6]=1.[CH3:14][C:15]1[CH:20]=[CH:19][C:18]([SH:21])=[CH:17][CH:16]=1.[NH2:22][C:23]1[CH:28]=[CH:27][CH:26]=[CH:25][N:24]=1. (5) Given the product [F:23][C:18]1[CH:19]=[CH:20][CH:21]=[CH:22][C:17]=1[C:14]1[CH:15]=[CH:16][N:11]([CH2:10][CH2:9][CH2:8][CH2:7][OH:6])[C:12](=[O:24])[N:13]=1, predict the reactants needed to synthesize it. The reactants are: C([Si](C)(C)[O:6][CH2:7][CH2:8][CH2:9][CH2:10][N:11]1[CH:16]=[CH:15][C:14]([C:17]2[CH:22]=[CH:21][CH:20]=[CH:19][C:18]=2[F:23])=[N:13][C:12]1=[O:24])(C)(C)C. (6) The reactants are: C(=O)([O-])[O-].[K+].[K+].[O:7]([CH2:14][CH2:15]Br)[C:8]1[CH:13]=[CH:12][CH:11]=[CH:10][CH:9]=1.[CH:17]12[NH:24][CH:21]([CH2:22][CH2:23]1)[CH2:20][CH:19]([NH:25][C:26]1[CH:27]=[C:28]3[C:32](=[CH:33][CH:34]=1)[NH:31][N:30]=[CH:29]3)[CH2:18]2. Given the product [O:7]([CH2:14][CH2:15][N:24]1[CH:21]2[CH2:22][CH2:23][CH:17]1[CH2:18][CH:19]([NH:25][C:26]1[CH:27]=[C:28]3[C:32](=[CH:33][CH:34]=1)[NH:31][N:30]=[CH:29]3)[CH2:20]2)[C:8]1[CH:13]=[CH:12][CH:11]=[CH:10][CH:9]=1, predict the reactants needed to synthesize it. (7) Given the product [ClH:38].[C:16]1([C:20]2[CH:25]=[CH:24][CH:23]=[CH:22][CH:21]=2)[CH:17]=[CH:18][CH:19]=[C:14]([C@H:11]2[CH2:12][CH2:13][NH:8][CH2:9][C@@H:10]2[O:26][CH2:27][C:28]2[CH:37]=[CH:36][C:35]3[C:30](=[CH:31][CH:32]=[CH:33][CH:34]=3)[CH:29]=2)[CH:15]=1, predict the reactants needed to synthesize it. The reactants are: C(OC([N:8]1[CH2:13][CH2:12][C@H:11]([C:14]2[CH:15]=[C:16]([C:20]3[CH:25]=[CH:24][CH:23]=[CH:22][CH:21]=3)[CH:17]=[CH:18][CH:19]=2)[C@@H:10]([O:26][CH2:27][C:28]2[CH:37]=[CH:36][C:35]3[C:30](=[CH:31][CH:32]=[CH:33][CH:34]=3)[CH:29]=2)[CH2:9]1)=O)(C)(C)C.[ClH:38].